This data is from Peptide-MHC class I binding affinity with 185,985 pairs from IEDB/IMGT. The task is: Regression. Given a peptide amino acid sequence and an MHC pseudo amino acid sequence, predict their binding affinity value. This is MHC class I binding data. The peptide sequence is MLIEVILTA. The MHC is HLA-A02:01 with pseudo-sequence HLA-A02:01. The binding affinity (normalized) is 0.851.